Dataset: Peptide-MHC class II binding affinity with 134,281 pairs from IEDB. Task: Regression. Given a peptide amino acid sequence and an MHC pseudo amino acid sequence, predict their binding affinity value. This is MHC class II binding data. (1) The peptide sequence is AENNLQITEHKRLQLAN. The binding affinity (normalized) is 0.0939. The MHC is DRB5_0101 with pseudo-sequence DRB5_0101. (2) The MHC is DRB1_1101 with pseudo-sequence DRB1_1101. The peptide sequence is LIGLRIVFAVLSIVNRVRQG. The binding affinity (normalized) is 0.205. (3) The peptide sequence is ISGYNFSLSAAVKAG. The MHC is DRB1_1101 with pseudo-sequence DRB1_1101. The binding affinity (normalized) is 0.898. (4) The MHC is HLA-DPA10201-DPB10101 with pseudo-sequence HLA-DPA10201-DPB10101. The binding affinity (normalized) is 0.270. The peptide sequence is QLVMKANNSVIMNGA.